From a dataset of KCNQ2 potassium channel screen with 302,405 compounds. Binary Classification. Given a drug SMILES string, predict its activity (active/inactive) in a high-throughput screening assay against a specified biological target. (1) The molecule is Clc1ccc(c2nc(sc2)N\N=C\c2cccnc2)cc1. The result is 0 (inactive). (2) The drug is n1c(c2ccccc2)c(/N=N\c2ccccc2)cnc1C. The result is 0 (inactive).